Dataset: NCI-60 drug combinations with 297,098 pairs across 59 cell lines. Task: Regression. Given two drug SMILES strings and cell line genomic features, predict the synergy score measuring deviation from expected non-interaction effect. (1) Drug 1: CC1C(C(CC(O1)OC2CC(OC(C2O)C)OC3=CC4=CC5=C(C(=O)C(C(C5)C(C(=O)C(C(C)O)O)OC)OC6CC(C(C(O6)C)O)OC7CC(C(C(O7)C)O)OC8CC(C(C(O8)C)O)(C)O)C(=C4C(=C3C)O)O)O)O. Drug 2: C1=NNC2=C1C(=O)NC=N2. Cell line: LOX IMVI. Synergy scores: CSS=67.9, Synergy_ZIP=-1.83, Synergy_Bliss=-2.59, Synergy_Loewe=-33.3, Synergy_HSA=-1.41. (2) Drug 1: C1=CC=C(C(=C1)C(C2=CC=C(C=C2)Cl)C(Cl)Cl)Cl. Drug 2: CCC1(C2=C(COC1=O)C(=O)N3CC4=CC5=C(C=CC(=C5CN(C)C)O)N=C4C3=C2)O.Cl. Cell line: ACHN. Synergy scores: CSS=42.8, Synergy_ZIP=0.558, Synergy_Bliss=0.913, Synergy_Loewe=-54.0, Synergy_HSA=0.132. (3) Drug 1: C1=NC2=C(N=C(N=C2N1C3C(C(C(O3)CO)O)O)F)N. Drug 2: CC1=C(C(CCC1)(C)C)C=CC(=CC=CC(=CC(=O)O)C)C. Cell line: HS 578T. Synergy scores: CSS=8.56, Synergy_ZIP=-0.00814, Synergy_Bliss=3.13, Synergy_Loewe=6.71, Synergy_HSA=6.91. (4) Drug 1: CCC1(CC2CC(C3=C(CCN(C2)C1)C4=CC=CC=C4N3)(C5=C(C=C6C(=C5)C78CCN9C7C(C=CC9)(C(C(C8N6C)(C(=O)OC)O)OC(=O)C)CC)OC)C(=O)OC)O.OS(=O)(=O)O. Drug 2: C1=CC=C(C(=C1)C(C2=CC=C(C=C2)Cl)C(Cl)Cl)Cl. Cell line: PC-3. Synergy scores: CSS=9.39, Synergy_ZIP=-9.48, Synergy_Bliss=-11.6, Synergy_Loewe=-93.4, Synergy_HSA=-13.4. (5) Drug 1: CC12CCC3C(C1CCC2OP(=O)(O)O)CCC4=C3C=CC(=C4)OC(=O)N(CCCl)CCCl.[Na+]. Drug 2: CC1C(C(CC(O1)OC2CC(CC3=C2C(=C4C(=C3O)C(=O)C5=C(C4=O)C(=CC=C5)OC)O)(C(=O)CO)O)N)O.Cl. Cell line: RXF 393. Synergy scores: CSS=50.0, Synergy_ZIP=7.29, Synergy_Bliss=7.93, Synergy_Loewe=-16.8, Synergy_HSA=9.07. (6) Drug 1: CC1=CC2C(CCC3(C2CCC3(C(=O)C)OC(=O)C)C)C4(C1=CC(=O)CC4)C. Drug 2: CCC(=C(C1=CC=CC=C1)C2=CC=C(C=C2)OCCN(C)C)C3=CC=CC=C3.C(C(=O)O)C(CC(=O)O)(C(=O)O)O. Cell line: PC-3. Synergy scores: CSS=0.0615, Synergy_ZIP=0.308, Synergy_Bliss=-0.834, Synergy_Loewe=-2.86, Synergy_HSA=-4.00. (7) Drug 1: CN(CC1=CN=C2C(=N1)C(=NC(=N2)N)N)C3=CC=C(C=C3)C(=O)NC(CCC(=O)O)C(=O)O. Drug 2: CN1C(=O)N2C=NC(=C2N=N1)C(=O)N. Cell line: U251. Synergy scores: CSS=21.3, Synergy_ZIP=-4.01, Synergy_Bliss=-7.48, Synergy_Loewe=-5.78, Synergy_HSA=-4.05.